From a dataset of Reaction yield outcomes from USPTO patents with 853,638 reactions. Predict the reaction yield, written as a fraction of the theoretical maximum amount of product (1.0 means a 100% yield; for example, 0.34 means a 34% yield). (1) The reactants are [NH2:1][C:2]1[CH:3]=[C:4]2[C:8](=[CH:9][C:10]=1[N+:11]([O-:13])=[O:12])[C:7](=[O:14])[NH:6][C:5]2=[O:15].[C:16]([O:20][C:21]([N:23]1[CH2:26][CH:25]([CH2:27]N)[CH2:24]1)=[O:22])([CH3:19])([CH3:18])[CH3:17].N1C=CN=C1. The catalyst is O1CCOCC1. The product is [C:16]([O:20][C:21]([N:23]1[CH2:26][CH:25]([CH2:27][N:6]2[C:5](=[O:15])[C:4]3[C:8](=[CH:9][C:10]([N+:11]([O-:13])=[O:12])=[C:2]([NH2:1])[CH:3]=3)[C:7]2=[O:14])[CH2:24]1)=[O:22])([CH3:19])([CH3:17])[CH3:18]. The yield is 0.460. (2) The reactants are [Br:1][C:2]1[CH:3]=[C:4]2[C:13](=[CH:14][CH:15]=1)[C:12]1[N:8]([CH:9]=[C:10](I)[N:11]=1)[CH2:7][CH2:6][O:5]2.[C:17](=[NH:20])([NH2:19])[CH3:18].CC1(C)C2[C:43](=C(P(C3C=CC=CC=3)C3C=CC=CC=3)C=CC=2)[O:42][C:24]2[C:25](P(C3C=CC=CC=3)C3C=CC=CC=3)=CC=C[C:23]1=2.COC(C)[CH2:66][NH:67]N. The catalyst is CN(C=O)C.CC([O-])=O.CC([O-])=O.[Pd+2].C(O)(=O)C. The product is [Br:1][C:2]1[CH:3]=[C:4]2[C:13](=[CH:14][CH:15]=1)[C:12]1[N:8]([CH:9]=[C:10]([C:66]3[N:67]([CH2:23][CH:24]([O:42][CH3:43])[CH3:25])[N:19]=[C:17]([CH3:18])[N:20]=3)[N:11]=1)[CH2:7][CH2:6][O:5]2. The yield is 0.650. (3) The reactants are [F:1][C:2]1[CH:28]=[CH:27][C:5]([CH2:6][N:7]2[C:11]3[C:12](=[O:22])[N:13]([CH3:21])[C:14]([C:17]([O:19][CH3:20])=[O:18])=[C:15](O)[C:10]=3[C:9]3[CH2:23][O:24][CH2:25][CH2:26][C:8]2=3)=[CH:4][CH:3]=1.CCN(CC)CC.O(S(C(F)(F)F)(=O)=O)S(C(F)(F)F)(=O)=O.C([O-])(O)=O.[Na+].[CH3:56][C:57]1[CH:62]=[CH:61][C:60](B(O)O)=[CH:59][CH:58]=1.C([O-])([O-])=O.[Na+].[Na+].[NH4+].[Cl-]. The catalyst is C(Cl)Cl.C1C=CC([P]([Pd]([P](C2C=CC=CC=2)(C2C=CC=CC=2)C2C=CC=CC=2)([P](C2C=CC=CC=2)(C2C=CC=CC=2)C2C=CC=CC=2)[P](C2C=CC=CC=2)(C2C=CC=CC=2)C2C=CC=CC=2)(C2C=CC=CC=2)C2C=CC=CC=2)=CC=1. The product is [F:1][C:2]1[CH:28]=[CH:27][C:5]([CH2:6][N:7]2[C:11]3[C:12](=[O:22])[N:13]([CH3:21])[C:14]([C:17]([O:19][CH3:20])=[O:18])=[C:15]([C:60]4[CH:61]=[CH:62][C:57]([CH3:56])=[CH:58][CH:59]=4)[C:10]=3[C:9]3[CH2:23][O:24][CH2:25][CH2:26][C:8]2=3)=[CH:4][CH:3]=1. The yield is 0.132.